From a dataset of Peptide-MHC class II binding affinity with 134,281 pairs from IEDB. Regression. Given a peptide amino acid sequence and an MHC pseudo amino acid sequence, predict their binding affinity value. This is MHC class II binding data. (1) The peptide sequence is PDEYVEQVAQYKALP. The MHC is HLA-DPA10201-DPB11401 with pseudo-sequence HLA-DPA10201-DPB11401. The binding affinity (normalized) is 0.0434. (2) The peptide sequence is ATSLDTMAQMNQAFR. The MHC is HLA-DQA10501-DQB10201 with pseudo-sequence HLA-DQA10501-DQB10201. The binding affinity (normalized) is 0.436. (3) The peptide sequence is PLMSSKFPELGMNPS. The MHC is DRB1_0802 with pseudo-sequence DRB1_0802. The binding affinity (normalized) is 0.176. (4) The peptide sequence is AFKVAATAHNAAPAN. The MHC is DRB1_0901 with pseudo-sequence DRB1_0901. The binding affinity (normalized) is 0.629. (5) The peptide sequence is IFSKNLNIKLNMPLY. The binding affinity (normalized) is 0.514. The MHC is DRB1_1101 with pseudo-sequence DRB1_1101. (6) The peptide sequence is NMVVERLGDYLVEQG. The MHC is HLA-DPA10301-DPB10402 with pseudo-sequence HLA-DPA10301-DPB10402. The binding affinity (normalized) is 0.553.